Dataset: Forward reaction prediction with 1.9M reactions from USPTO patents (1976-2016). Task: Predict the product of the given reaction. (1) Given the reactants [CH3:1][C:2]1[N:3]([CH2:21][C:22]2[CH:23]=[C:24]([CH:28]=[CH:29][CH:30]=2)[C:25](O)=[O:26])[C:4]2[C:9]([CH:10]=1)=[CH:8][C:7]([C:11]([OH:20])([C:16]([F:19])([F:18])[F:17])[C:12]([F:15])([F:14])[F:13])=[CH:6][CH:5]=2.Cl.[CH2:32]([O:34][C:35](=[O:39])[CH2:36][NH:37][CH3:38])[CH3:33], predict the reaction product. The product is: [CH2:32]([O:34][C:35](=[O:39])[CH2:36][N:37]([CH3:38])[C:25](=[O:26])[C:24]1[CH:28]=[CH:29][CH:30]=[C:22]([CH2:21][N:3]2[C:4]3[C:9](=[CH:8][C:7]([C:11]([OH:20])([C:12]([F:14])([F:13])[F:15])[C:16]([F:19])([F:18])[F:17])=[CH:6][CH:5]=3)[CH:10]=[C:2]2[CH3:1])[CH:23]=1)[CH3:33]. (2) Given the reactants [CH3:1][N:2]1[CH:6]=[C:5]([NH:7][C:8]([C:10]2[CH:15]=[CH:14][CH:13]=[C:12]([C:16]3[CH:17]=[N:18][N:19]([CH2:21][CH2:22]Cl)[CH:20]=3)[N:11]=2)=[O:9])[C:4]([C:24](=[O:30])[NH:25][CH2:26][CH2:27][NH:28][CH3:29])=[N:3]1.C(N(C(C)C)C(C)C)C.[I-].[K+], predict the reaction product. The product is: [CH3:29][N:28]1[CH2:27][CH2:26][NH:25][C:24](=[O:30])[C:4]2[C:5](=[CH:6][N:2]([CH3:1])[N:3]=2)[NH:7][C:8](=[O:9])[C:10]2=[N:11][C:12](=[CH:13][CH:14]=[CH:15]2)[C:16]2=[CH:20][N:19]([N:18]=[CH:17]2)[CH2:21][CH2:22]1.